This data is from Forward reaction prediction with 1.9M reactions from USPTO patents (1976-2016). The task is: Predict the product of the given reaction. Given the reactants [H-].[Na+].[CH3:3][O:4][C:5]1[N:10]=[CH:9][N:8]=[C:7]([NH2:11])[CH:6]=1.Cl[C:13]1[S:14][C:15]([C:18]#[N:19])=[CH:16][N:17]=1.Cl, predict the reaction product. The product is: [CH3:3][O:4][C:5]1[N:10]=[CH:9][N:8]=[C:7]([NH:11][C:13]2[S:14][C:15]([C:18]#[N:19])=[CH:16][N:17]=2)[CH:6]=1.